Dataset: Catalyst prediction with 721,799 reactions and 888 catalyst types from USPTO. Task: Predict which catalyst facilitates the given reaction. (1) Reactant: [C:1](=O)([O-])[O-].[K+].[K+].CO.[CH2:9]([O:16][C:17](=[O:30])[CH:18]([NH:22][C:23]([O:25][C:26]([CH3:29])([CH3:28])[CH3:27])=[O:24])[CH2:19][CH:20]=O)C1C=CC=CC=1.COP(C(=[N+]=[N-])C(=O)C)(=O)OC. Product: [CH3:9][O:16][C:17](=[O:30])[CH:18]([NH:22][C:23]([O:25][C:26]([CH3:27])([CH3:28])[CH3:29])=[O:24])[CH2:19][C:20]#[CH:1]. The catalyst class is: 27. (2) Reactant: [C:1]([CH2:3][CH:4]1[CH2:9][CH2:8][N:7]([C:10]2[CH:15]=[CH:14][C:13]([N:16]3[CH2:20][C@H:19]([CH2:21][NH:22][C:23](=[O:25])[CH3:24])[O:18][C:17]3=[O:26])=[CH:12][C:11]=2[F:27])[CH2:6][CH2:5]1)#[N:2].N[NH:29][C:30]([NH2:32])=[S:31]. Product: [NH2:32][C:30]1[S:31][C:1]([CH2:3][CH:4]2[CH2:5][CH2:6][N:7]([C:10]3[CH:15]=[CH:14][C:13]([N:16]4[CH2:20][C@H:19]([CH2:21][NH:22][C:23](=[O:25])[CH3:24])[O:18][C:17]4=[O:26])=[CH:12][C:11]=3[F:27])[CH2:8][CH2:9]2)=[N:2][N:29]=1. The catalyst class is: 501. (3) Product: [Cl:27][C:28]1[C:33]([C:2]2[C:3]([CH3:26])=[C:4]([CH2:16][N:17]([CH3:25])[C:18](=[O:24])[O:19][C:20]([CH3:23])([CH3:21])[CH3:22])[S:5][C:6]=2[S:7]([C:10]2[CH:11]=[CH:12][CH:13]=[CH:14][CH:15]=2)(=[O:8])=[O:9])=[CH:32][CH:31]=[CH:30][N:29]=1. Reactant: Br[C:2]1[C:3]([CH3:26])=[C:4]([CH2:16][N:17]([CH3:25])[C:18](=[O:24])[O:19][C:20]([CH3:23])([CH3:22])[CH3:21])[S:5][C:6]=1[S:7]([C:10]1[CH:15]=[CH:14][CH:13]=[CH:12][CH:11]=1)(=[O:9])=[O:8].[Cl:27][C:28]1[C:33](B(O)O)=[CH:32][CH:31]=[CH:30][N:29]=1.C(=O)([O-])[O-].[Na+].[Na+].COCCOC. The catalyst class is: 103. (4) Reactant: [N+:1]([C:4]1[CH:12]=[C:11]2[C:7]([CH2:8][CH2:9][NH:10]2)=[CH:6][CH:5]=1)([O-:3])=[O:2].[CH3:13][N:14]1[CH2:19][CH2:18][C:17](=O)[CH2:16][CH2:15]1.C([O-])(O)=O.[Na+]. Product: [CH3:13][N:14]1[CH2:19][CH2:18][CH:17]([N:10]2[C:11]3[C:7](=[CH:6][CH:5]=[C:4]([N+:1]([O-:3])=[O:2])[CH:12]=3)[CH2:8][CH2:9]2)[CH2:16][CH2:15]1. The catalyst class is: 68. (5) Reactant: [CH2:1]([N:3]1[C:7]([CH3:8])=[C:6]([CH3:9])[N:5]=[C:4]1[S:10]CC1C=CC(OC)=CC=1)[CH3:2].C(O)(C(F)(F)F)=O. Product: [CH2:1]([N:3]1[C:7]([CH3:8])=[C:6]([CH3:9])[N:5]=[C:4]1[SH:10])[CH3:2]. The catalyst class is: 11.